Predict the reaction yield, written as a fraction of the theoretical maximum amount of product (1.0 means a 100% yield; for example, 0.34 means a 34% yield). From a dataset of Reaction yield outcomes from USPTO patents with 853,638 reactions. (1) The reactants are [C:1]1([C:7]2[N:11]=[C:10]([N:12]3[CH2:17][CH2:16][NH:15][CH2:14][CH2:13]3)[S:9][N:8]=2)[CH:6]=[CH:5][CH:4]=[CH:3][CH:2]=1.C(N(CC)CC)C.[Cl:25][C:26]1[CH:27]=[C:28]([N:32]=[C:33]=[O:34])[CH:29]=[CH:30][CH:31]=1. The catalyst is O1CCCC1. The product is [Cl:25][C:26]1[CH:27]=[C:28]([NH:32][C:33]([N:15]2[CH2:16][CH2:17][N:12]([C:10]3[S:9][N:8]=[C:7]([C:1]4[CH:2]=[CH:3][CH:4]=[CH:5][CH:6]=4)[N:11]=3)[CH2:13][CH2:14]2)=[O:34])[CH:29]=[CH:30][CH:31]=1. The yield is 0.309. (2) The reactants are C([Li])CCC.[CH2:6]([NH:14][C:15](=[O:25])[C:16]1[CH:21]=[CH:20][C:19](Br)=[CH:18][C:17]=1[O:23][CH3:24])[CH2:7][C:8]1[CH:13]=[CH:12][CH:11]=[CH:10]C=1.[B:26](OC(C)C)([O:31]C(C)C)[O:27]C(C)C.Cl. The catalyst is O1CCCC1. The product is [CH2:6]([NH:14][C:15]([C:16]1[CH:21]=[CH:20][C:19]([B:26]([OH:31])[OH:27])=[CH:18][C:17]=1[O:23][CH3:24])=[O:25])[C:7]1[CH:8]=[CH:13][CH:12]=[CH:11][CH:10]=1. The yield is 0.560.